This data is from Reaction yield outcomes from USPTO patents with 853,638 reactions. The task is: Predict the reaction yield, written as a fraction of the theoretical maximum amount of product (1.0 means a 100% yield; for example, 0.34 means a 34% yield). (1) The reactants are [C:1]1([C:7]2[S:11][C:10]([C:12]([OH:14])=[O:13])=[C:9]([N:15]([C:23]([C@H:25]3[CH2:30][CH2:29][C@H:28]([CH3:31])[CH2:27][CH2:26]3)=[O:24])[CH:16]3[CH2:21][CH2:20][C:19](=O)[CH2:18][CH2:17]3)[CH:8]=2)[CH2:6][CH2:5][CH2:4][CH2:3][CH:2]=1.Cl.[CH2:33]([O:35][NH2:36])[CH3:34].C([O-])(=O)C.[Na+].O. The catalyst is O.CCO. The product is [C:1]1([C:7]2[S:11][C:10]([C:12]([OH:14])=[O:13])=[C:9]([N:15]([CH:16]3[CH2:17][CH2:18][C:19](=[N:36][O:35][CH2:33][CH3:34])[CH2:20][CH2:21]3)[C:23]([C@H:25]3[CH2:26][CH2:27][C@H:28]([CH3:31])[CH2:29][CH2:30]3)=[O:24])[CH:8]=2)[CH2:6][CH2:5][CH2:4][CH2:3][CH:2]=1. The yield is 0.260. (2) The reactants are CN(C)C=O.CS([O:10][CH2:11][CH2:12][C:13]([CH3:17])=[C:14]([F:16])[F:15])(=O)=O.[CH:18]1([O:23][C:24]2[CH:32]=[CH:31][C:27]([C:28](O)=[O:29])=[CH:26][N:25]=2)[CH2:22][CH2:21][CH2:20][CH2:19]1.C(=O)([O-])O.[Na+]. The catalyst is O. The product is [CH:18]1([O:23][C:24]2[CH:32]=[CH:31][C:27]([C:28]([O:10][CH2:11][CH2:12][C:13]([CH3:17])=[C:14]([F:16])[F:15])=[O:29])=[CH:26][N:25]=2)[CH2:22][CH2:21][CH2:20][CH2:19]1. The yield is 0.700.